Predict the reactants needed to synthesize the given product. From a dataset of Full USPTO retrosynthesis dataset with 1.9M reactions from patents (1976-2016). (1) Given the product [Br:32][C:8]1[C:7]([O:6][CH2:5][C@@H:4]([NH:23][C:24](=[O:30])[O:25][C:26]([CH3:29])([CH3:28])[CH3:27])[CH2:3][CH:2]([CH3:31])[CH3:1])=[CH:22][C:11]2[N:12]([CH3:21])[C:13](=[O:20])[C:14]3[C:19]([C:10]=2[CH:9]=1)=[CH:18][CH:17]=[N:16][CH:15]=3, predict the reactants needed to synthesize it. The reactants are: [CH3:1][CH:2]([CH3:31])[CH2:3][C@H:4]([NH:23][C:24](=[O:30])[O:25][C:26]([CH3:29])([CH3:28])[CH3:27])[CH2:5][O:6][C:7]1[CH:8]=[CH:9][C:10]2[C:19]3[C:14](=[CH:15][N:16]=[CH:17][CH:18]=3)[C:13](=[O:20])[N:12]([CH3:21])[C:11]=2[CH:22]=1.[Br:32]N1C(=O)CCC1=O. (2) Given the product [NH2:1][C:2]1[CH:3]=[C:4]([CH2:12][CH2:13][N:14]2[C:22](=[O:23])[C:21]3[C:16](=[CH:17][CH:18]=[CH:19][CH:20]=3)[C:15]2=[O:24])[CH:5]=[C:6]([C:8]([F:9])([F:10])[F:11])[CH:7]=1, predict the reactants needed to synthesize it. The reactants are: [NH2:1][C:2]1[CH:3]=[C:4](/[CH:12]=[CH:13]/[N:14]2[C:22](=[O:23])[C:21]3[C:16](=[CH:17][CH:18]=[CH:19][CH:20]=3)[C:15]2=[O:24])[CH:5]=[C:6]([C:8]([F:11])([F:10])[F:9])[CH:7]=1. (3) Given the product [Br:1][C:2]1[CH:14]=[CH:13][C:5]2[C:6]([CH3:12])=[C:7]([C:9]([O:11][CH3:19])=[O:10])[O:8][C:4]=2[CH:3]=1, predict the reactants needed to synthesize it. The reactants are: [Br:1][C:2]1[CH:14]=[CH:13][C:5]2[C:6]([CH3:12])=[C:7]([C:9]([OH:11])=[O:10])[O:8][C:4]=2[CH:3]=1.O=S(Cl)Cl.[CH3:19]O.